This data is from Catalyst prediction with 721,799 reactions and 888 catalyst types from USPTO. The task is: Predict which catalyst facilitates the given reaction. (1) Reactant: Cl[C:2]1[N:3]([CH2:10][C:11]2([CH3:30])[O:15][C:14](=[O:16])[N:13]([C:17]3[CH:18]=[C:19]([C:24]4[CH:29]=[CH:28][CH:27]=[CH:26][CH:25]=4)[CH:20]=[CH:21][C:22]=3[OH:23])[CH2:12]2)[CH:4]=[C:5]([N+:7]([O-:9])=[O:8])[N:6]=1.[H-].[Na+]. Product: [CH3:30][C:11]1([CH2:12][N:13]2[C:17]3[CH:18]=[C:19]([C:24]4[CH:25]=[CH:26][CH:27]=[CH:28][CH:29]=4)[CH:20]=[CH:21][C:22]=3[O:23][C:14]2=[O:16])[O:15][C:2]2=[N:6][C:5]([N+:7]([O-:9])=[O:8])=[CH:4][N:3]2[CH2:10]1. The catalyst class is: 3. (2) Reactant: C(OC(=O)[NH:7][CH2:8][C:9]1[CH:10]=[C:11]2[C:15](=[CH:16][CH:17]=1)[CH2:14][NH:13][C:12]2=[O:18])CCC. Product: [NH2:7][CH2:8][C:9]1[CH:10]=[C:11]2[C:15]([CH2:14][NH:13][C:12]2=[O:18])=[CH:16][CH:17]=1. The catalyst class is: 33. (3) Reactant: [F:1][C:2]1[C:3]([CH3:20])=[CH:4][C:5]2[C:6]3[C:7]4[CH:19]=[CH:18][CH:17]=[N:16][C:8]=4[O:9][C:10](=[O:15])[C:11]=3[NH:12][C:13]=2[CH:14]=1.Br[CH2:22][C:23]1[CH:24]=[C:25]([CH:28]=[CH:29][C:30]=1[F:31])[C:26]#[N:27]. Product: [F:31][C:30]1[CH:29]=[CH:28][C:25]([C:26]#[N:27])=[CH:24][C:23]=1[CH2:22][N:12]1[C:11]2[C:10](=[O:15])[O:9][C:8]3[N:16]=[CH:17][CH:18]=[CH:19][C:7]=3[C:6]=2[C:5]2[CH:4]=[C:3]([CH3:20])[C:2]([F:1])=[CH:14][C:13]1=2. The catalyst class is: 39. (4) Reactant: C([NH:8][CH2:9][C@H:10]1[CH2:14][C@@H:13]([O:15][CH2:16][CH3:17])[CH2:12][NH:11]1)C1C=CC=CC=1.Br[CH:19]([CH2:24]Br)[C:20]([O:22][CH3:23])=[O:21].C(N(CC)CC)C.[C:33](=[O:36])([O-:35])[OH:34].[Na+].[C:38]1([CH3:44])[CH:43]=CC=C[CH:39]=1. Product: [CH2:16]([O:15][C@H:13]1[CH2:12][N:11]2[CH2:24][C@@H:19]([C:20]([O:22][CH3:23])=[O:21])[N:8]([C:33]([O:34][C:38]([CH3:44])([CH3:43])[CH3:39])=[O:36])[CH2:9][C@H:10]2[CH2:14]1)[CH3:17].[CH2:16]([O:15][C@H:13]1[CH2:12][N:11]2[CH2:24][C@H:19]([C:20]([O:22][CH3:23])=[O:21])[N:8]([C:33]([O:35][C:38]([CH3:44])([CH3:43])[CH3:39])=[O:36])[CH2:9][C@H:10]2[CH2:14]1)[CH3:17]. The catalyst class is: 132. (5) Reactant: [OH:1][C:2]1[CH:3]=[CH:4][C:5]([N+:10]([O-:12])=[O:11])=[C:6]([CH:9]=1)[CH:7]=[O:8].C(=O)([O-])[O-].[K+].[K+].[CH2:19](Br)[C:20]1[CH:25]=[CH:24][CH:23]=[CH:22][CH:21]=1. Product: [CH2:19]([O:1][C:2]1[CH:3]=[CH:4][C:5]([N+:10]([O-:12])=[O:11])=[C:6]([CH:9]=1)[CH:7]=[O:8])[C:20]1[CH:25]=[CH:24][CH:23]=[CH:22][CH:21]=1. The catalyst class is: 31. (6) Reactant: [CH3:1][O:2][C:3]1[CH:8]=[CH:7][C:6]([NH:9][C:10](=[O:12])[CH3:11])=[C:5]([CH3:13])[CH:4]=1.[Br:14]Br.OS([O-])=O.[Na+].O. Product: [Br:14][C:8]1[C:3]([O:2][CH3:1])=[CH:4][C:5]([CH3:13])=[C:6]([NH:9][C:10](=[O:12])[CH3:11])[CH:7]=1. The catalyst class is: 699. (7) Product: [CH2:1]=[CH:2][CH2:3][CH2:4][CH2:5][CH2:6][CH2:7][CH3:8].[CH2:9]=[CH:10][C:11]1[CH:16]=[CH:15][CH:14]=[CH:13][CH:12]=1.[CH2:17]=[CH:18][CH2:19][CH2:20][CH2:21][CH2:22][CH:23]=[CH2:24]. The catalyst class is: 11. Reactant: [CH2:1]=[CH:2][CH2:3][CH2:4][CH2:5][CH2:6][CH2:7][CH3:8].[CH2:9]=[CH:10][C:11]1[CH:16]=[CH:15][CH:14]=[CH:13][CH:12]=1.[CH2:17]=[CH:18][CH2:19][CH2:20][CH2:21][CH2:22][CH:23]=[CH2:24].